This data is from Full USPTO retrosynthesis dataset with 1.9M reactions from patents (1976-2016). The task is: Predict the reactants needed to synthesize the given product. Given the product [CH3:14][N:15]1[C:19]([C:5]2[CH:4]=[N:3][C:2]([NH:24][C:25]3[S:26][CH:27]=[C:28]([CH3:30])[N:29]=3)=[C:11]3[C:6]=2[CH:7]=[CH:8][C:9]([CH3:12])=[N:10]3)=[CH:18][C:17]([CH3:23])=[N:16]1, predict the reactants needed to synthesize it. The reactants are: Cl[C:2]1[N:3]=[CH:4][C:5](I)=[C:6]2[C:11]=1[N:10]=[C:9]([CH3:12])[CH:8]=[CH:7]2.[CH3:14][N:15]1[C:19](B(O)O)=[CH:18][C:17]([CH3:23])=[N:16]1.[NH2:24][C:25]1[S:26][CH:27]=[C:28]([CH3:30])[N:29]=1.